This data is from TCR-epitope binding with 47,182 pairs between 192 epitopes and 23,139 TCRs. The task is: Binary Classification. Given a T-cell receptor sequence (or CDR3 region) and an epitope sequence, predict whether binding occurs between them. (1) The epitope is YLDAYNMMI. The TCR CDR3 sequence is CAISGPGTGNHYEQYF. Result: 1 (the TCR binds to the epitope). (2) The epitope is GVAMPNLYK. The TCR CDR3 sequence is CAIGQYNQPQHF. Result: 0 (the TCR does not bind to the epitope). (3) The epitope is SEVGPEHSLAEY. The TCR CDR3 sequence is CASSDSGGVHNEQFF. Result: 0 (the TCR does not bind to the epitope).